Dataset: M1 muscarinic receptor agonist screen with 61,833 compounds. Task: Binary Classification. Given a drug SMILES string, predict its activity (active/inactive) in a high-throughput screening assay against a specified biological target. (1) The compound is S(=O)(=O)(N(C1CCCCC1)C)Cc1ccccc1. The result is 0 (inactive). (2) The molecule is Clc1cc(NC(=O)c2nn(c(=O)c3c2cccc3)c2ccccc2)c(N2CCN(CC2)C)cc1. The result is 0 (inactive). (3) The drug is S(=O)(=O)(N(CC(=O)NCCN(CCCC)CC)C)c1cc2c(n(c(=O)n(c2=O)C)C)cc1. The result is 0 (inactive). (4) The result is 0 (inactive). The drug is S(=O)(=O)(NCCCN(Cc1ccccc1)CC)c1cc2CCN(c2cc1)C(=O)CC. (5) The compound is S(c1n(CCCc2ccccc2)c2c(n(c(=O)[nH]c2=O)C)n1)c1ncccn1. The result is 0 (inactive). (6) The molecule is OC(Cn1c2c(CCCC2=O)c2c1ccc(c2)C)Cn1nc(c(c1C)C(=O)C)C. The result is 1 (active). (7) The compound is O=C1N(C(=O)CC1N1CCN(CC1)c1ncccc1)CCc1cc(OC)c(OC)cc1. The result is 0 (inactive). (8) The molecule is O(c1cc2C(N(CCc2cc1OC)C(=O)C)c1c(OC(=O)C)ccc(OC)c1)C. The result is 0 (inactive). (9) The molecule is O=C1N(C(=O)C2C1C(NC2c1c(O)cccc1)(CC)C(O)=O)Cc1ccccc1. The result is 0 (inactive). (10) The compound is O=[n+]1c2c(n([O-])c3c1CCCCC3)CCCC2. The result is 0 (inactive).